Dataset: Full USPTO retrosynthesis dataset with 1.9M reactions from patents (1976-2016). Task: Predict the reactants needed to synthesize the given product. (1) Given the product [NH2:5][C@H:9]([CH2:10][CH3:11])[C:12]([NH:14][C:15]1[CH:16]=[N:17][C:18]([O:21][C:22]2[C:27]3[C:28]([CH:31]([CH3:32])[CH3:33])=[N:29][O:30][C:26]=3[CH:25]=[CH:24][CH:23]=2)=[CH:19][CH:20]=1)=[O:13], predict the reactants needed to synthesize it. The reactants are: CC([N:5]([C@@H:9]([C:12]([NH:14][C:15]1[CH:16]=[N:17][C:18]([O:21][C:22]2[C:27]3[C:28]([CH:31]([CH3:33])[CH3:32])=[N:29][O:30][C:26]=3[CH:25]=[CH:24][CH:23]=2)=[CH:19][CH:20]=1)=[O:13])[CH2:10][CH3:11])C(=O)[O-])(C)C.C(O)(C(F)(F)F)=O. (2) Given the product [C:14]([C:13]1[N:5]2[C:6]3[C:11]([CH:12]=[C:3]([Br:2])[C:4]2=[C:38]([C:39]#[N:40])[CH:37]=1)=[CH:10][CH:9]=[CH:8][CH:7]=3)(=[O:15])[C:16]1[CH:21]=[CH:20][CH:19]=[CH:18][CH:17]=1, predict the reactants needed to synthesize it. The reactants are: [Br-].[Br:2][C:3]1[CH:4]=[N+:5]([CH2:13][C:14]([C:16]2[CH:21]=[CH:20][CH:19]=[CH:18][CH:17]=2)=[O:15])[C:6]2[C:11]([CH:12]=1)=[CH:10][CH:9]=[CH:8][CH:7]=2.BrCC(C1C=CC=CC=1)=O.CC1C=C2C([CH:37]=[CH:38][CH:39]=[N:40]2)=CC=1. (3) The reactants are: Cl.[C:2]([C:6]1[CH:7]=[C:8]([C:12]2([NH2:22])[CH2:21][CH2:20][C:15]3(OCC[O:16]3)[CH2:14][CH2:13]2)[CH:9]=[CH:10][CH:11]=1)([CH3:5])([CH3:4])[CH3:3].[OH-].[Na+]. Given the product [NH2:22][C:12]1([C:8]2[CH:9]=[CH:10][CH:11]=[C:6]([C:2]([CH3:5])([CH3:4])[CH3:3])[CH:7]=2)[CH2:13][CH2:14][C:15](=[O:16])[CH2:20][CH2:21]1, predict the reactants needed to synthesize it. (4) Given the product [C:6]([O:10][C:11]([N:13]1[CH:22]2[CH2:23][CH2:24][CH:14]1[C:15]1[C:16]([OH:34])=[C:17]([NH:25][C:26]([O:28][C:29]([CH3:32])([CH3:31])[CH3:30])=[O:27])[CH:18]=[CH:19][C:20]=1[CH2:21]2)=[O:12])([CH3:9])([CH3:8])[CH3:7], predict the reactants needed to synthesize it. The reactants are: C([Li])(C)(C)C.[C:6]([O:10][C:11]([N:13]1[CH:22]2[CH2:23][CH2:24][CH:14]1[C:15]1[CH:16]=[C:17]([NH:25][C:26]([O:28][C:29]([CH3:32])([CH3:31])[CH3:30])=[O:27])[CH:18]=[CH:19][C:20]=1[CH2:21]2)=[O:12])([CH3:9])([CH3:8])[CH3:7].B(OC)(OC)[O:34]C.OO.Cl. (5) Given the product [F:36][C:24]1[CH:25]=[C:26]([N:29]2[CH:34]=[CH:33][CH:32]=[CH:31][C:30]2=[O:35])[CH:27]=[CH:28][C:23]=1[NH:22][C:4]([CH:5]([N:7]1[CH2:11][CH2:10][C@@H:9]([NH:12][C:13]([C:15]2[S:16][C:17]([Cl:20])=[CH:18][CH:19]=2)=[O:14])[CH2:8]1)[CH3:6])=[O:21], predict the reactants needed to synthesize it. The reactants are: C(O[C:4](=[O:21])[CH:5]([N:7]1[CH2:11][CH2:10][C@@H:9]([NH:12][C:13]([C:15]2[S:16][C:17]([Cl:20])=[CH:18][CH:19]=2)=[O:14])[CH2:8]1)[CH3:6])C.[NH2:22][C:23]1[CH:28]=[CH:27][C:26]([N:29]2[CH:34]=[CH:33][CH:32]=[CH:31][C:30]2=[O:35])=[CH:25][C:24]=1[F:36]. (6) Given the product [N:18]([CH2:12][CH:10]1[O:9][N:8]=[C:7]([C:5]2[S:6][C:2]([Br:1])=[CH:3][CH:4]=2)[CH2:11]1)=[N+:19]=[N-:20], predict the reactants needed to synthesize it. The reactants are: [Br:1][C:2]1[S:6][C:5]([C:7]2[CH2:11][CH:10]([CH2:12]OS(C)(=O)=O)[O:9][N:8]=2)=[CH:4][CH:3]=1.[N-:18]=[N+:19]=[N-:20].[Na+].[Cl-].[Na+]. (7) Given the product [C:3]([O-:22])(=[O:21])[CH2:4][CH2:5][CH2:6][CH2:7][CH2:8][CH2:9][CH2:10][CH2:11][CH2:12][CH2:13][CH2:14][CH2:15][CH2:16][CH2:17][CH2:18][CH2:19][CH3:20].[Na+:2], predict the reactants needed to synthesize it. The reactants are: [OH-].[Na+:2].[C:3]([OH:22])(=[O:21])[CH2:4][CH2:5][CH2:6][CH2:7][CH2:8][CH2:9][CH2:10][CH2:11][CH2:12][CH2:13][CH2:14][CH2:15][CH2:16][CH2:17][CH2:18][CH2:19][CH3:20]. (8) Given the product [CH2:14]([S:13][CH:4]([S:3][CH2:1][CH3:2])[C@@H:5]([OH:12])[C@H:6]([OH:11])[C@H:7]([OH:10])[CH2:8][O:9][Si:19]([CH:23]([CH3:25])[CH3:24])([CH:20]([CH3:22])[CH3:21])[CH:16]([CH3:18])[CH3:17])[CH3:15], predict the reactants needed to synthesize it. The reactants are: [CH2:1]([S:3][CH:4]([S:13][CH2:14][CH3:15])[C@@H:5]([OH:12])[C@H:6]([OH:11])[C@H:7]([OH:10])[CH2:8][OH:9])[CH3:2].[CH:16]([Si:19](Cl)([CH:23]([CH3:25])[CH3:24])[CH:20]([CH3:22])[CH3:21])([CH3:18])[CH3:17]. (9) The reactants are: CC(C)([O-])C.[K+].[C:7]([O:11][C:12]([N:14]([CH2:21][C:22](=[O:24])[CH3:23])[CH2:15][C:16](OCC)=[O:17])=[O:13])([CH3:10])([CH3:9])[CH3:8]. Given the product [O:24]=[C:22]1[CH2:23][C:16](=[O:17])[CH2:15][N:14]([C:12]([O:11][C:7]([CH3:8])([CH3:9])[CH3:10])=[O:13])[CH2:21]1, predict the reactants needed to synthesize it.